The task is: Predict the reactants needed to synthesize the given product.. This data is from Full USPTO retrosynthesis dataset with 1.9M reactions from patents (1976-2016). Given the product [CH3:50][O:51][C:52]1[C:57]([C:58]2[CH:59]=[C:60]([NH:64][C:23]([C:18]3[C:19](=[O:22])[O:20][C:21]4[C:16]([CH:17]=3)=[CH:15][CH:14]=[CH:13][C:12]=4[O:11][CH3:10])=[O:25])[CH:61]=[CH:62][CH:63]=2)=[CH:56][CH:55]=[CH:54][N:53]=1, predict the reactants needed to synthesize it. The reactants are: CCN(C(C)C)C(C)C.[CH3:10][O:11][C:12]1[CH:13]=[CH:14][CH:15]=[C:16]2[C:21]=1[O:20][C:19](=[O:22])[C:18]([C:23]([OH:25])=O)=[CH:17]2.CN(C(ON1N=NC2C=CC=NC1=2)=[N+](C)C)C.F[P-](F)(F)(F)(F)F.[CH3:50][O:51][C:52]1[C:57]([C:58]2[CH:59]=[C:60]([NH2:64])[CH:61]=[CH:62][CH:63]=2)=[CH:56][CH:55]=[CH:54][N:53]=1.